Dataset: Catalyst prediction with 721,799 reactions and 888 catalyst types from USPTO. Task: Predict which catalyst facilitates the given reaction. Reactant: C([O:3][C:4](=O)[CH2:5][C:6](=O)[CH:7]1[CH2:11][CH2:10][O:9][CH2:8]1)C.Cl.[NH2:15][C:16]([NH2:18])=[NH:17].CC(C)([O-])C.[K+]. Product: [NH2:17][C:16]1[NH:18][C:4](=[O:3])[CH:5]=[C:6]([CH:7]2[CH2:11][CH2:10][O:9][CH2:8]2)[N:15]=1. The catalyst class is: 24.